Dataset: Ames mutagenicity test results for genotoxicity prediction. Task: Regression/Classification. Given a drug SMILES string, predict its toxicity properties. Task type varies by dataset: regression for continuous values (e.g., LD50, hERG inhibition percentage) or binary classification for toxic/non-toxic outcomes (e.g., AMES mutagenicity, cardiotoxicity, hepatotoxicity). Dataset: ames. (1) The drug is CCCN(C(=O)CCCl)c1snc2ccccc12. The result is 1 (mutagenic). (2) The result is 0 (non-mutagenic). The drug is O=C(O)CCCCCCCCCCCCCCCCCO.